Dataset: Choline transporter screen with 302,306 compounds. Task: Binary Classification. Given a drug SMILES string, predict its activity (active/inactive) in a high-throughput screening assay against a specified biological target. (1) The compound is Clc1ccc(SCc2nc(nc(N3CC(OC(C3)C)C)c2)C)cc1. The result is 0 (inactive). (2) The drug is O(c1cc(C(=O)NCCNC(=O)c2ccc(nc2)C)ccc1)C. The result is 0 (inactive). (3) The drug is O=C(Nc1ccc([N+]([O-])=O)cc1)c1c(nn(c1)CCC#N)c1ccccc1. The result is 0 (inactive). (4) The compound is O1CCN(CC1)CCN(C)C(=O)c1noc(c1)COc1ccc(cc1)C(=O)C. The result is 0 (inactive). (5) The compound is S(=O)(=O)(NC1CCCc2c1cccc2)c1cc(c(O)cc1)C(O)=O. The result is 0 (inactive). (6) The molecule is S(CCCC)c1[nH]c(cc(=O)n1)C(O)=O. The result is 0 (inactive). (7) The compound is O=C(N1CCCCCC1)c1nnn(c1C)c1nonc1N. The result is 0 (inactive). (8) The compound is Clc1c(COc2ccc(NC(=S)Nc3ccccc3)cc2)ccc(Cl)c1. The result is 0 (inactive).